This data is from Catalyst prediction with 721,799 reactions and 888 catalyst types from USPTO. The task is: Predict which catalyst facilitates the given reaction. Reactant: CCN(C(C)C)C(C)C.[Br:10][C:11]1[CH:16]=[CH:15][C:14]([F:17])=[CH:13][C:12]=1[C:18]([N:20]1[CH2:25][CH2:24][NH:23][CH2:22][CH2:21]1)=[O:19].C1C=CC2N(O)N=NC=2C=1.CCN=C=NCCCN(C)C.[OH:47][C:48]1[CH:53]=[CH:52][CH:51]=[CH:50][C:49]=1[C:54]1[NH:58][N:57]=[C:56]([C:59]([NH:61][CH2:62][C:63](O)=[O:64])=[O:60])[CH:55]=1. Product: [Br:10][C:11]1[CH:16]=[CH:15][C:14]([F:17])=[CH:13][C:12]=1[C:18]([N:20]1[CH2:21][CH2:22][N:23]([C:63](=[O:64])[CH2:62][NH:61][C:59]([C:56]2[CH:55]=[C:54]([C:49]3[CH:50]=[CH:51][CH:52]=[CH:53][C:48]=3[OH:47])[NH:58][N:57]=2)=[O:60])[CH2:24][CH2:25]1)=[O:19]. The catalyst class is: 18.